Predict the reaction yield, written as a fraction of the theoretical maximum amount of product (1.0 means a 100% yield; for example, 0.34 means a 34% yield). From a dataset of Reaction yield outcomes from USPTO patents with 853,638 reactions. (1) The reactants are C([C:3]1[C:4](=[O:11])[NH:5][C:6]([CH3:10])=[C:7]([CH3:9])[CH:8]=1)#N.Cl. The catalyst is O. The yield is 0.943. The product is [CH3:9][C:7]1[CH:8]=[CH:3][C:4](=[O:11])[NH:5][C:6]=1[CH3:10]. (2) The reactants are [NH:1]1[CH:5]=[C:4](/[CH:6]=[C:7]2\[CH2:8][N:9]([C:14]([C:27]3[CH:32]=[CH:31][CH:30]=[CH:29][CH:28]=3)([C:21]3[CH:26]=[CH:25][CH:24]=[CH:23][CH:22]=3)[C:15]3[CH:20]=[CH:19][CH:18]=[CH:17][CH:16]=3)[CH2:10][CH2:11][C:12]\2=[O:13])[CH:3]=[N:2]1.Br[CH2:34][C:35]([O:37][CH2:38][CH3:39])=[O:36].N12CCCN=C1CCCCC2.[Cl-].[Na+]. The catalyst is C(#N)C. The product is [CH2:38]([O:37][C:35]([CH2:34][N:1]1[CH:5]=[C:4](/[CH:6]=[C:7]2\[CH2:8][N:9]([C:14]([C:21]3[CH:22]=[CH:23][CH:24]=[CH:25][CH:26]=3)([C:15]3[CH:20]=[CH:19][CH:18]=[CH:17][CH:16]=3)[C:27]3[CH:32]=[CH:31][CH:30]=[CH:29][CH:28]=3)[CH2:10][CH2:11][C:12]\2=[O:13])[CH:3]=[N:2]1)=[O:36])[CH3:39]. The yield is 0.840. (3) The reactants are [CH2:1]1CCCCC1.Cl[C:8]([C:14]1[C:19]([F:20])=[CH:18][C:17]([O:21][CH3:22])=[CH:16][C:15]=1[F:23])([CH3:13])[C:9]([F:12])([F:11])[F:10].C[Al](C)C. The catalyst is CCCCCC. The product is [F:23][C:15]1[CH:16]=[C:17]([O:21][CH3:22])[CH:18]=[C:19]([F:20])[C:14]=1[C:8]([CH3:1])([CH3:13])[C:9]([F:12])([F:11])[F:10]. The yield is 0.970. (4) The reactants are [Br:1][C:2]1[CH:7]=[CH:6][C:5]([C:8]([C:10]2[CH:15]=[CH:14][C:13]([OH:16])=[CH:12][CH:11]=2)=O)=[CH:4][CH:3]=1.[O:17]1[CH2:22][CH2:21][C:20](=O)[CH2:19][CH2:18]1.C([O-])([O-])=O.[K+].[K+]. The catalyst is C1COCC1.[Zn].Cl[Ti](Cl)(Cl)Cl. The product is [Br:1][C:2]1[CH:7]=[CH:6][C:5]([C:8](=[C:20]2[CH2:21][CH2:22][O:17][CH2:18][CH2:19]2)[C:10]2[CH:15]=[CH:14][C:13]([OH:16])=[CH:12][CH:11]=2)=[CH:4][CH:3]=1. The yield is 0.620. (5) The reactants are Cl[C:2]1[C:11]([N+:12]([O-:14])=[O:13])=[CH:10][CH:9]=[CH:8][C:3]=1[C:4]([O:6][CH3:7])=[O:5].[CH3:15][O:16][C:17]1[C:26]2[CH2:25][CH2:24][CH2:23][CH2:22][C:21]=2[CH:20]=[CH:19][C:18]=1B(O)O.C(=O)([O-])[O-].[Na+].[Na+]. The catalyst is C1COCC1.C1C=CC([P]([Pd]([P](C2C=CC=CC=2)(C2C=CC=CC=2)C2C=CC=CC=2)([P](C2C=CC=CC=2)(C2C=CC=CC=2)C2C=CC=CC=2)[P](C2C=CC=CC=2)(C2C=CC=CC=2)C2C=CC=CC=2)(C2C=CC=CC=2)C2C=CC=CC=2)=CC=1. The product is [CH3:15][O:16][C:17]1[C:26]2[CH2:25][CH2:24][CH2:23][CH2:22][C:21]=2[CH:20]=[CH:19][C:18]=1[C:2]1[C:11]([N+:12]([O-:14])=[O:13])=[CH:10][CH:9]=[CH:8][C:3]=1[C:4]([O:6][CH3:7])=[O:5]. The yield is 0.200. (6) The reactants are [Br:1][C:2]1[CH:30]=[CH:29][C:5]([CH2:6][CH:7]2[C:11](=[O:12])[O:10][C@H:9]([C@@H:13]([NH:21][C:22](=[O:28])[O:23][C:24]([CH3:27])([CH3:26])[CH3:25])[CH2:14][C:15]3[CH:20]=[CH:19][CH:18]=[CH:17][CH:16]=3)[CH2:8]2)=[CH:4][CH:3]=1.[OH-:31].[Na+].Cl.N1C=CN=C1.[Si:39](Cl)([C:42]([CH3:45])([CH3:44])[CH3:43])([CH3:41])[CH3:40]. The catalyst is O1CCOCC1. The product is [Br:1][C:2]1[CH:30]=[CH:29][C:5]([CH2:6][CH:7]([CH2:8][C@H:9]([O:31][Si:39]([C:42]([CH3:45])([CH3:44])[CH3:43])([CH3:41])[CH3:40])[C@@H:13]([NH:21][C:22]([O:23][C:24]([CH3:26])([CH3:25])[CH3:27])=[O:28])[CH2:14][C:15]2[CH:20]=[CH:19][CH:18]=[CH:17][CH:16]=2)[C:11]([OH:10])=[O:12])=[CH:4][CH:3]=1. The yield is 0.600.